Dataset: Reaction yield outcomes from USPTO patents with 853,638 reactions. Task: Predict the reaction yield, written as a fraction of the theoretical maximum amount of product (1.0 means a 100% yield; for example, 0.34 means a 34% yield). (1) The reactants are [CH:1]([C:4]1[CH:9]=[CH:8][C:7]([CH:10]2[C:14]3[C:15]([CH3:28])=[C:16]([NH:20][C:21](=[O:27])[CH2:22][C:23]([CH3:26])([CH3:25])[CH3:24])[C:17]([CH3:19])=[CH:18][C:13]=3S[CH2:11]2)=[CH:6][CH:5]=1)([CH3:3])[CH3:2].[Br:29]Br.C(=O)([O-])O.[Na+].ClC1C=CC=C(C(OO)=O)C=1.[S:47]([O-:50])(O)=[O:48].[Na+]. The catalyst is ClCCl.[Fe].O. The product is [Br:29][C:18]1[C:13]2[S:47](=[O:50])(=[O:48])[CH2:11][CH:10]([C:7]3[CH:6]=[CH:5][C:4]([CH:1]([CH3:2])[CH3:3])=[CH:9][CH:8]=3)[C:14]=2[C:15]([CH3:28])=[C:16]([NH:20][C:21](=[O:27])[CH2:22][C:23]([CH3:26])([CH3:25])[CH3:24])[C:17]=1[CH3:19]. The yield is 0.550. (2) The reactants are C1(C)C=CC=CC=1.Br[C:9]1[CH:13]=[CH:12][O:11][CH:10]=1.[CH:14]([C:16]1[CH:17]=[C:18](B(O)O)[CH:19]=[CH:20][CH:21]=1)=[O:15].CN(C=O)C. The catalyst is C1C=CC([P]([Pd]([P](C2C=CC=CC=2)(C2C=CC=CC=2)C2C=CC=CC=2)([P](C2C=CC=CC=2)(C2C=CC=CC=2)C2C=CC=CC=2)[P](C2C=CC=CC=2)(C2C=CC=CC=2)C2C=CC=CC=2)(C2C=CC=CC=2)C2C=CC=CC=2)=CC=1.O. The product is [O:11]1[CH:12]=[CH:13][C:9]([C:20]2[CH:21]=[C:16]([CH:17]=[CH:18][CH:19]=2)[CH:14]=[O:15])=[CH:10]1. The yield is 0.100. (3) The reactants are Cl[C:2]1[CH:11]=[CH:10][C:5]([C:6]([O:8][CH3:9])=[O:7])=[C:4]([N+:12]([O-:14])=[O:13])[CH:3]=1.[F:15][C:16]1[CH:17]=[C:18](B(O)O)[CH:19]=[CH:20][CH:21]=1.[F-].[Cs+].O. The catalyst is C1CCC(P(C2CCCCC2)C2CCCCC2)CC1.C1CCC(P(C2CCCCC2)C2CCCCC2)CC1.Cl[Pd]Cl.CCCCCC.C(OCC)(=O)C.C(#N)C. The product is [F:15][C:16]1[CH:21]=[C:20]([C:2]2[CH:11]=[CH:10][C:5]([C:6]([O:8][CH3:9])=[O:7])=[C:4]([N+:12]([O-:14])=[O:13])[CH:3]=2)[CH:19]=[CH:18][CH:17]=1. The yield is 0.820. (4) The reactants are [F:1][C:2]1[CH:7]=[CH:6][C:5]([C:8]([OH:28])([CH2:25][CH:26]=[CH2:27])[CH2:9][CH2:10][NH:11][C@H:12]2[CH2:17][CH2:16][CH2:15][N:14]([C:18]([O:20][C:21]([CH3:24])([CH3:23])[CH3:22])=[O:19])[CH2:13]2)=[CH:4][CH:3]=1.C(N(CC)CC)C.Cl[C:37](Cl)([O:39]C(=O)OC(Cl)(Cl)Cl)Cl.O. The catalyst is C(Cl)Cl. The product is [CH2:25]([C:8]1([C:5]2[CH:4]=[CH:3][C:2]([F:1])=[CH:7][CH:6]=2)[O:28][C:37](=[O:39])[N:11]([C@H:12]2[CH2:17][CH2:16][CH2:15][N:14]([C:18]([O:20][C:21]([CH3:23])([CH3:24])[CH3:22])=[O:19])[CH2:13]2)[CH2:10][CH2:9]1)[CH:26]=[CH2:27]. The yield is 0.130.